Dataset: Forward reaction prediction with 1.9M reactions from USPTO patents (1976-2016). Task: Predict the product of the given reaction. (1) Given the reactants C([NH:3][C:4]1[CH:5]=[C:6]([C:14]#[N:15])[C:7]2[N:11]=[CH:10][NH:9][C:8]=2[C:12]=1[CH3:13])=O.Cl.[OH-].[Na+], predict the reaction product. The product is: [NH2:3][C:4]1[CH:5]=[C:6]([C:14]#[N:15])[C:7]2[N:11]=[CH:10][NH:9][C:8]=2[C:12]=1[CH3:13]. (2) Given the reactants [NH2:1][C:2]1[C:11]2[C:6](=[CH:7][CH:8]=[CH:9][CH:10]=2)[N:5]=[C:4]([C:12]([OH:14])=O)[CH:3]=1.[C:15]1([C:21]2[CH:25]=[C:24]([CH2:26][N:27]3[CH2:32][CH2:31][CH:30]([CH2:33][NH2:34])[CH2:29][CH2:28]3)[O:23][N:22]=2)[CH:20]=[CH:19][CH:18]=[CH:17][CH:16]=1, predict the reaction product. The product is: [NH2:1][C:2]1[C:11]2[C:6](=[CH:7][CH:8]=[CH:9][CH:10]=2)[N:5]=[C:4]([C:12]([NH:34][CH2:33][CH:30]2[CH2:29][CH2:28][N:27]([CH2:26][C:24]3[O:23][N:22]=[C:21]([C:15]4[CH:20]=[CH:19][CH:18]=[CH:17][CH:16]=4)[CH:25]=3)[CH2:32][CH2:31]2)=[O:14])[CH:3]=1.